This data is from Reaction yield outcomes from USPTO patents with 853,638 reactions. The task is: Predict the reaction yield, written as a fraction of the theoretical maximum amount of product (1.0 means a 100% yield; for example, 0.34 means a 34% yield). The reactants are C([NH:5][S:6]([C:9]1[S:10][C:11]([C:14]2[CH:19]=[CH:18][CH:17]=[C:16]([C:20]3[N:25]=[C:24]([CH3:26])[CH:23]=[C:22]([C:27]4[CH:32]=[CH:31][C:30]([C:33]([F:36])([F:35])[F:34])=[C:29]([CH3:37])[CH:28]=4)[N:21]=3)[CH:15]=2)=[CH:12][CH:13]=1)(=[O:8])=[O:7])(C)(C)C.C(O)(C(F)(F)F)=O. The catalyst is ClCCl. The product is [CH3:26][C:24]1[CH:23]=[C:22]([C:27]2[CH:32]=[CH:31][C:30]([C:33]([F:36])([F:35])[F:34])=[C:29]([CH3:37])[CH:28]=2)[N:21]=[C:20]([C:16]2[CH:15]=[C:14]([C:11]3[S:10][C:9]([S:6]([NH2:5])(=[O:7])=[O:8])=[CH:13][CH:12]=3)[CH:19]=[CH:18][CH:17]=2)[N:25]=1. The yield is 0.250.